From a dataset of P-glycoprotein inhibition data for predicting drug efflux from Broccatelli et al.. Regression/Classification. Given a drug SMILES string, predict its absorption, distribution, metabolism, or excretion properties. Task type varies by dataset: regression for continuous measurements (e.g., permeability, clearance, half-life) or binary classification for categorical outcomes (e.g., BBB penetration, CYP inhibition). Dataset: pgp_broccatelli. (1) The molecule is CN1CCN(c2c(F)cc3c(=O)c(C(=O)O)cn(CCF)c3c2F)CC1. The result is 0 (non-inhibitor). (2) The compound is O[C@@H](COc1cccc2ncccc12)CN1CCN(C2c3ccccc3C3C(c4ccccc42)C3(F)F)CC1. The result is 1 (inhibitor). (3) The molecule is COc1cc([C@](C#N)(CCCN(C)CCc2ccc(OC)c(OC)c2)C(C)C)ccc1O. The result is 1 (inhibitor). (4) The molecule is COc1c2ccoc2nc2c(OC)c(OC[C@H](O)C(C)(C)O)ccc12. The result is 0 (non-inhibitor). (5) The drug is O=C(CCc1ccccc1)c1ccccc1OCCN1CCCCC1. The result is 1 (inhibitor).